The task is: Predict which catalyst facilitates the given reaction.. This data is from Catalyst prediction with 721,799 reactions and 888 catalyst types from USPTO. (1) Reactant: C[O:2][C:3](=[O:27])[C:4]1[CH:9]=[CH:8][C:7]([F:10])=[C:6]([CH2:11][O:12][C:13]2[CH:18]=[CH:17][C:16]([C:19]3[CH:24]=[CH:23][C:22]([F:25])=[CH:21][C:20]=3[F:26])=[CH:15][CH:14]=2)[CH:5]=1.[OH-].[Li+]. Product: [F:26][C:20]1[CH:21]=[C:22]([F:25])[CH:23]=[CH:24][C:19]=1[C:16]1[CH:15]=[CH:14][C:13]([O:12][CH2:11][C:6]2[CH:5]=[C:4]([CH:9]=[CH:8][C:7]=2[F:10])[C:3]([OH:27])=[O:2])=[CH:18][CH:17]=1. The catalyst class is: 1. (2) Reactant: [NH2:1][C:2]1[CH:7]=[CH:6][N:5]=[C:4]([Cl:8])[CH:3]=1.C(N(CC)CC)C.[CH3:16][O:17][CH2:18][C:19](Cl)=[O:20].C(=O)([O-])O.[Na+]. Product: [Cl:8][C:4]1[CH:3]=[C:2]([NH:1][C:19](=[O:20])[CH2:18][O:17][CH3:16])[CH:7]=[CH:6][N:5]=1. The catalyst class is: 7. (3) Reactant: [CH2:1]([Li])CCC.[I-].C[S+](C)(C)=O.[CH2:12]([O:14][C:15]([C:17]1([C:20]2[CH:25]=[CH:24][C:23]([C:26]3[CH:31]=[CH:30][C:29]([C:32]4[O:36][N:35]=[C:34]([CH3:37])[C:33]=4[CH:38]=[O:39])=[CH:28][CH:27]=3)=[CH:22][CH:21]=2)[CH2:19][CH2:18]1)=[O:16])[CH3:13]. The catalyst class is: 16. Product: [CH2:12]([O:14][C:15]([C:17]1([C:20]2[CH:21]=[CH:22][C:23]([C:26]3[CH:31]=[CH:30][C:29]([C:32]4[O:36][N:35]=[C:34]([CH3:37])[C:33]=4[CH:38]4[CH2:1][O:39]4)=[CH:28][CH:27]=3)=[CH:24][CH:25]=2)[CH2:19][CH2:18]1)=[O:16])[CH3:13]. (4) Reactant: Cl[CH2:2][CH2:3][CH2:4][O:5][C:6]1[CH:15]=[C:14]2[C:9]([CH:10]=[CH:11][C:12](=[O:17])[N:13]2[CH3:16])=[CH:8][CH:7]=1.[I-:18].[Na+].C(#N)C. Product: [I:18][CH2:2][CH2:3][CH2:4][O:5][C:6]1[CH:15]=[C:14]2[C:9]([CH:10]=[CH:11][C:12](=[O:17])[N:13]2[CH3:16])=[CH:8][CH:7]=1. The catalyst class is: 6. (5) Reactant: [OH-].[Na+:2].O.[OH:4][C:5]1[C:14]2[N:13]=[CH:12][CH:11]=[CH:10][C:9]=2[C:8]([S:15]([OH:18])(=[O:17])=[O:16])=[CH:7][CH:6]=1.[CH2:19](Cl)[C:20]1[CH:25]=[CH:24][CH:23]=[CH:22][CH:21]=1. Product: [CH2:19]([O:4][C:5]1[C:14]2[N:13]=[CH:12][CH:11]=[CH:10][C:9]=2[C:8]([S:15]([O-:18])(=[O:17])=[O:16])=[CH:7][CH:6]=1)[C:20]1[CH:25]=[CH:24][CH:23]=[CH:22][CH:21]=1.[Na+:2]. The catalyst class is: 7. (6) Reactant: [CH3:1][N:2]([CH3:11])[CH2:3]/[CH:4]=[C:5](\[CH3:10])/[C:6]([O:8]C)=[O:7].[Li+:12].[OH-]. Product: [CH3:1][N:2]([CH3:11])[CH2:3]/[CH:4]=[C:5](\[CH3:10])/[C:6]([O-:8])=[O:7].[Li+:12]. The catalyst class is: 30. (7) Reactant: [C:1]([N:9]1[C:17]2[C:12](=[CH:13][C:14]([C:18]([O:20]CC3C=CC=CC=3)=[O:19])=[CH:15][CH:16]=2)[CH:11]=[CH:10]1)(=[O:8])[C:2]1[CH:7]=[CH:6][CH:5]=[CH:4][CH:3]=1.[H][H]. Product: [C:1]([N:9]1[C:17]2[C:12](=[CH:13][C:14]([C:18]([OH:20])=[O:19])=[CH:15][CH:16]=2)[CH:11]=[CH:10]1)(=[O:8])[C:2]1[CH:3]=[CH:4][CH:5]=[CH:6][CH:7]=1. The catalyst class is: 29.